The task is: Regression. Given two drug SMILES strings and cell line genomic features, predict the synergy score measuring deviation from expected non-interaction effect.. This data is from NCI-60 drug combinations with 297,098 pairs across 59 cell lines. (1) Drug 1: CCCCC(=O)OCC(=O)C1(CC(C2=C(C1)C(=C3C(=C2O)C(=O)C4=C(C3=O)C=CC=C4OC)O)OC5CC(C(C(O5)C)O)NC(=O)C(F)(F)F)O. Drug 2: B(C(CC(C)C)NC(=O)C(CC1=CC=CC=C1)NC(=O)C2=NC=CN=C2)(O)O. Cell line: SK-OV-3. Synergy scores: CSS=53.8, Synergy_ZIP=-1.26, Synergy_Bliss=1.03, Synergy_Loewe=-4.23, Synergy_HSA=3.23. (2) Drug 1: C1CCC(C1)C(CC#N)N2C=C(C=N2)C3=C4C=CNC4=NC=N3. Drug 2: CC1=C2C(C(=O)C3(C(CC4C(C3C(C(C2(C)C)(CC1OC(=O)C(C(C5=CC=CC=C5)NC(=O)OC(C)(C)C)O)O)OC(=O)C6=CC=CC=C6)(CO4)OC(=O)C)O)C)O. Cell line: UACC-257. Synergy scores: CSS=25.8, Synergy_ZIP=7.35, Synergy_Bliss=6.14, Synergy_Loewe=-20.2, Synergy_HSA=3.93. (3) Drug 1: C1=CC(=CC=C1CC(C(=O)O)N)N(CCCl)CCCl.Cl. Drug 2: CCCCC(=O)OCC(=O)C1(CC(C2=C(C1)C(=C3C(=C2O)C(=O)C4=C(C3=O)C=CC=C4OC)O)OC5CC(C(C(O5)C)O)NC(=O)C(F)(F)F)O. Cell line: HCC-2998. Synergy scores: CSS=10.3, Synergy_ZIP=-1.33, Synergy_Bliss=0.0618, Synergy_Loewe=-6.66, Synergy_HSA=-3.57.